Task: Predict the product of the given reaction.. Dataset: Forward reaction prediction with 1.9M reactions from USPTO patents (1976-2016) (1) Given the reactants [CH2:1]([O:3][C:4]1[CH:5]=[C:6]([O:24][C:25]2[CH:26]=[N:27][C:28]([S:31]([CH3:34])(=[O:33])=[O:32])=[CH:29][CH:30]=2)[CH:7]=[C:8]2[C:12]=1[NH:11][C:10]([C:13]1[S:14][CH:15]([CH2:18][C:19](OCC)=[O:20])[CH2:16][N:17]=1)=[CH:9]2)[CH3:2].CO.[BH4-].[Li+], predict the reaction product. The product is: [CH2:1]([O:3][C:4]1[CH:5]=[C:6]([O:24][C:25]2[CH:26]=[N:27][C:28]([S:31]([CH3:34])(=[O:32])=[O:33])=[CH:29][CH:30]=2)[CH:7]=[C:8]2[C:12]=1[NH:11][C:10]([C:13]1[S:14][CH:15]([CH2:18][CH2:19][OH:20])[CH2:16][N:17]=1)=[CH:9]2)[CH3:2]. (2) Given the reactants [CH:1]([C:4]1[CH:5]=[CH:6][C:7]([O:22][CH3:23])=[C:8]([C:10]2[C:11]([C:20]#N)=[CH:12][C:13]([C:16]([F:19])([F:18])[F:17])=[CH:14][CH:15]=2)[CH:9]=1)([CH3:3])[CH3:2].[OH-:24].[K+], predict the reaction product. The product is: [CH:1]([C:4]1[CH:5]=[CH:6][C:7]([O:22][CH3:23])=[C:8]([C:10]2[CH:15]=[CH:14][C:13]([C:16]([F:19])([F:18])[F:17])=[CH:12][C:11]=2[CH2:20][OH:24])[CH:9]=1)([CH3:3])[CH3:2]. (3) Given the reactants FC1C=C(C2[O:13][N:12]=C(C(N3C[C@H](CC(C)C)NC(=O)[C@@H]3CC(C)C)=O)C=2)C=CC=1F.[CH:31]1([C@@H:36]2[NH:41][C:40](=[O:42])[C@H:39]([CH2:43][CH:44]([CH3:46])[CH3:45])[NH:38][CH2:37]2)[CH2:35][CH2:34][CH2:33][CH2:32]1.[F:47][C:48]1[CH:53]=[CH:52][C:51]([C:54]2ON=[C:56]([C:59]([OH:61])=O)[N:55]=2)=[CH:50][CH:49]=1, predict the reaction product. The product is: [CH:31]1([C@@H:36]2[NH:41][C:40](=[O:42])[C@H:39]([CH2:43][CH:44]([CH3:46])[CH3:45])[N:38]([C:59]([C:56]3[O:13][N:12]=[C:54]([C:51]4[CH:50]=[CH:49][C:48]([F:47])=[CH:53][CH:52]=4)[N:55]=3)=[O:61])[CH2:37]2)[CH2:32][CH2:33][CH2:34][CH2:35]1. (4) Given the reactants Br[C:2]1[S:6][C:5]([N:7]([CH3:18])[CH:8]2[CH2:13][C:12]([CH3:15])([CH3:14])[NH:11][C:10]([CH3:17])([CH3:16])[CH2:9]2)=[N:4][N:3]=1.[Cl:19][C:20]1[CH:25]=[CH:24][C:23](B(O)O)=[C:22]([O:29][CH3:30])[CH:21]=1.C([O-])([O-])=O.[Na+].[Na+], predict the reaction product. The product is: [Cl:19][C:20]1[CH:25]=[CH:24][C:23]([C:2]2[S:6][C:5]([N:7]([CH3:18])[CH:8]3[CH2:13][C:12]([CH3:15])([CH3:14])[NH:11][C:10]([CH3:17])([CH3:16])[CH2:9]3)=[N:4][N:3]=2)=[C:22]([O:29][CH3:30])[CH:21]=1. (5) Given the reactants FC(F)(F)C(O)=O.[NH2:8][C:9]1[C:18]2[N:19]=[C:20]([CH2:32][CH2:33][CH2:34][CH3:35])[N:21]([CH2:22][CH2:23][NH:24]C(=O)OC(C)(C)C)[C:17]=2[C:16]2[CH:15]=[CH:14][CH:13]=[CH:12][C:11]=2[N:10]=1, predict the reaction product. The product is: [NH2:8][C:9]1[C:18]2[N:19]=[C:20]([CH2:32][CH2:33][CH2:34][CH3:35])[N:21]([CH2:22][CH2:23][NH2:24])[C:17]=2[C:16]2[CH:15]=[CH:14][CH:13]=[CH:12][C:11]=2[N:10]=1. (6) The product is: [CH2:17]1[NH:16][CH2:15][C:14]2[NH:13][C:12]3[CH:11]=[CH:10][CH:9]=[C:8]4[C:2](=[O:1])[NH:3][N:4]=[C:5]1[C:6]=2[C:7]=34. Given the reactants [O:1]=[C:2]1[C:8]2=[CH:9][CH:10]=[CH:11][C:12]3[NH:13][C:14]4[CH2:15][N:16](C(OCC5C=CC=CC=5)=O)[CH2:17][C:5]([C:6]=4[C:7]=32)=[N:4][NH:3]1.[H][H], predict the reaction product. (7) Given the reactants [C:1]([C:3]1[CH:4]=[N:5][N:6]2[C:11]([C:12]([F:15])([F:14])[F:13])=[CH:10][C:9]([C:16]3[CH:21]=[CH:20][C:19]([C:22]([F:25])([F:24])[F:23])=[CH:18][CH:17]=3)=[N:8][C:7]=12)#[CH:2].Br[C:27]1[CH:28]=[CH:29][C:30]([CH:33]2[CH2:35][CH2:34]2)=[N:31][CH:32]=1, predict the reaction product. The product is: [CH:33]1([C:30]2[CH:29]=[CH:28][C:27]([C:2]#[C:1][C:3]3[CH:4]=[N:5][N:6]4[C:11]([C:12]([F:14])([F:13])[F:15])=[CH:10][C:9]([C:16]5[CH:21]=[CH:20][C:19]([C:22]([F:25])([F:24])[F:23])=[CH:18][CH:17]=5)=[N:8][C:7]=34)=[CH:32][N:31]=2)[CH2:35][CH2:34]1. (8) Given the reactants [Cl:1][C:2]1[C:10]2[C:5](=[CH:6][CH:7]=[C:8]([N+:11]([O-])=O)[CH:9]=2)[NH:4][CH:3]=1.C([O-])(=O)C.[NH4+].[OH-].[Na+], predict the reaction product. The product is: [Cl:1][C:2]1[C:10]2[C:5](=[CH:6][CH:7]=[C:8]([NH2:11])[CH:9]=2)[NH:4][CH:3]=1. (9) Given the reactants [F:1][C:2]1[CH:7]=[CH:6][C:5]([CH2:8][C:9](=[O:41])[CH2:10][NH:11][C:12]([C:14]2[N:15]=[C:16]3[N:31]([CH2:32][C:33](=[O:40])[N:34]4[CH2:39][CH2:38][CH2:37][CH2:36][CH2:35]4)[CH:30]=[CH:29][N:17]3[C:18](=[O:28])[C:19]=2[O:20][CH2:21][C:22]2[CH:27]=[CH:26][CH:25]=[CH:24][CH:23]=2)=O)=[CH:4][CH:3]=1.C(Cl)(Cl)(Cl)Cl.C(N(CC)CC)C.C1(P(C2C=CC=CC=2)C2C=CC=CC=2)C=CC=CC=1, predict the reaction product. The product is: [CH2:21]([O:20][C:19]1[C:18](=[O:28])[N:17]2[CH:29]=[CH:30][N:31]([CH2:32][C:33](=[O:40])[N:34]3[CH2:39][CH2:38][CH2:37][CH2:36][CH2:35]3)[C:16]2=[N:15][C:14]=1[C:12]1[O:41][C:9]([CH2:8][C:5]2[CH:6]=[CH:7][C:2]([F:1])=[CH:3][CH:4]=2)=[CH:10][N:11]=1)[C:22]1[CH:23]=[CH:24][CH:25]=[CH:26][CH:27]=1. (10) Given the reactants [F:1][C:2]1[CH:8]=[CH:7][C:5]([NH2:6])=[CH:4][C:3]=1[CH2:9][N:10]1[CH2:15][CH2:14][N:13]([CH3:16])[CH2:12][CH2:11]1.[NH2:17][C:18]1[CH:27]=[C:26]2[C:21]([CH:22]=[C:23]([C:31]3[C:32]([CH3:45])=[CH:33][C:34]([F:44])=[C:35]([NH:37][C:38](=O)[O:39]C(C)=C)[CH:36]=3)[C:24](=[O:30])[N:25]2[CH2:28][CH3:29])=[CH:20][N:19]=1, predict the reaction product. The product is: [NH2:17][C:18]1[CH:27]=[C:26]2[C:21]([CH:22]=[C:23]([C:31]3[C:32]([CH3:45])=[CH:33][C:34]([F:44])=[C:35]([NH:37][C:38]([NH:6][C:5]4[CH:7]=[CH:8][C:2]([F:1])=[C:3]([CH2:9][N:10]5[CH2:15][CH2:14][N:13]([CH3:16])[CH2:12][CH2:11]5)[CH:4]=4)=[O:39])[CH:36]=3)[C:24](=[O:30])[N:25]2[CH2:28][CH3:29])=[CH:20][N:19]=1.